From a dataset of Catalyst prediction with 721,799 reactions and 888 catalyst types from USPTO. Predict which catalyst facilitates the given reaction. (1) Reactant: [OH:1][C:2]1[C:11]([OH:12])=[C:10]([O:13][CH3:14])[CH:9]=[CH:8][C:3]=1[C:4]([O:6][CH3:7])=[O:5].Br[CH2:16][CH2:17]Br.C([O-])([O-])=O.[K+].[K+]. Product: [CH3:14][O:13][C:10]1[C:11]2[O:12][CH2:16][CH2:17][O:1][C:2]=2[C:3]([C:4]([O:6][CH3:7])=[O:5])=[CH:8][CH:9]=1. The catalyst class is: 3. (2) Reactant: [Si:1]([O:8][CH:9]1[C:14]2=[N:15][C:16]([CH3:23])=[C:17]([CH2:20][CH2:21]Cl)[C:18](=[O:19])[N:13]2[CH2:12][CH2:11][CH2:10]1)([C:4]([CH3:7])([CH3:6])[CH3:5])([CH3:3])[CH3:2].C(N(C(C)C)CC)(C)C.Cl.[NH:34]1[CH2:39][CH2:38][CH:37]([C:40]2[C:44]3[CH:45]=[CH:46][C:47]([OH:49])=[CH:48][C:43]=3[O:42][N:41]=2)[CH2:36][CH2:35]1. Product: [Si:1]([O:8][CH:9]1[C:14]2=[N:15][C:16]([CH3:23])=[C:17]([CH2:20][CH2:21][N:34]3[CH2:35][CH2:36][CH:37]([C:40]4[C:44]5[CH:45]=[CH:46][C:47]([OH:49])=[CH:48][C:43]=5[O:42][N:41]=4)[CH2:38][CH2:39]3)[C:18](=[O:19])[N:13]2[CH2:12][CH2:11][CH2:10]1)([C:4]([CH3:7])([CH3:6])[CH3:5])([CH3:3])[CH3:2]. The catalyst class is: 5.